Dataset: Forward reaction prediction with 1.9M reactions from USPTO patents (1976-2016). Task: Predict the product of the given reaction. (1) Given the reactants [H-].[Na+].Br[C:4]1[CH:5]=[C:6]([CH:27]=[CH:28][N:29]=1)[C:7]([NH:9][C:10]1[S:11][C:12]2[C:18]([CH:19]3[CH2:24][O:23][CH2:22][CH2:21][O:20]3)=[CH:17][CH:16]=[C:15]([O:25][CH3:26])[C:13]=2[N:14]=1)=[O:8].[OH:30][CH2:31][CH:32]1[CH2:34][CH2:33]1.C(Cl)(Cl)Cl, predict the reaction product. The product is: [CH:32]1([CH2:31][O:30][C:4]2[CH:5]=[C:6]([CH:27]=[CH:28][N:29]=2)[C:7]([NH:9][C:10]2[S:11][C:12]3[C:18]([CH:19]4[CH2:24][O:23][CH2:22][CH2:21][O:20]4)=[CH:17][CH:16]=[C:15]([O:25][CH3:26])[C:13]=3[N:14]=2)=[O:8])[CH2:34][CH2:33]1. (2) Given the reactants [F:1][C:2]([F:15])([F:14])I1C2C=CC=CC=2C(C)(C)O1.C[Si]([Si](Cl)([Si](C)(C)C)[Si](C)(C)C)(C)C.[NH2:30][C:31]1[N:32]=[CH:33][C:34]2[C:39]([CH:40]=1)=[CH:38][CH:37]=[CH:36][CH:35]=2, predict the reaction product. The product is: [F:1][C:2]([F:15])([F:14])[C:40]1[C:39]2[C:34](=[CH:35][CH:36]=[CH:37][CH:38]=2)[CH:33]=[N:32][C:31]=1[NH2:30].